From a dataset of Forward reaction prediction with 1.9M reactions from USPTO patents (1976-2016). Predict the product of the given reaction. (1) Given the reactants [C:1]([OH:9])(=O)[C:2]1[CH:7]=[CH:6][CH:5]=[N:4][CH:3]=1.CCN=C=NCCCN(C)C.C1C=CC2N(O)N=NC=2C=1.[NH2:31][C:32]1[CH:33]=[C:34]([O:38][C:39]2[N:44]=[CH:43][C:42]3[N:45]=[C:46]([C:50]4[C:51]([NH2:55])=[N:52][O:53][N:54]=4)[N:47]([CH2:48][CH3:49])[C:41]=3[CH:40]=2)[CH:35]=[CH:36][CH:37]=1, predict the reaction product. The product is: [NH2:55][C:51]1[C:50]([C:46]2[N:47]([CH2:48][CH3:49])[C:41]3[CH:40]=[C:39]([O:38][C:34]4[CH:33]=[C:32]([NH:31][C:1]([C:2]5[CH:3]=[N:4][CH:5]=[CH:6][CH:7]=5)=[O:9])[CH:37]=[CH:36][CH:35]=4)[N:44]=[CH:43][C:42]=3[N:45]=2)=[N:54][O:53][N:52]=1. (2) Given the reactants [CH2:1]([O:3][C:4]1[C:9]2[O:10][C@H:11]([CH2:14]OS(C3C=CC(C)=CC=3)(=O)=O)[CH2:12][O:13][C:8]=2[CH:7]=[CH:6][CH:5]=1)[CH3:2].[CH:26]1[C:35]2[C:30](=[CH:31][CH:32]=[CH:33][CH:34]=2)[CH:29]=[CH:28][C:27]=1[C:36]1([OH:44])[CH2:42][CH:41]2[NH:43][CH:38]([CH2:39][CH2:40]2)[CH2:37]1.C([O-])([O-])=O.[K+].[K+].C(#N)C, predict the reaction product. The product is: [CH2:1]([O:3][C:4]1[C:9]2[O:10][CH:11]([CH2:14][N:43]3[CH:38]4[CH2:39][CH2:40][C@H:41]3[CH2:42][C:36]([C:27]3[CH:28]=[CH:29][C:30]5[C:35](=[CH:34][CH:33]=[CH:32][CH:31]=5)[CH:26]=3)([OH:44])[CH2:37]4)[CH2:12][O:13][C:8]=2[CH:7]=[CH:6][CH:5]=1)[CH3:2]. (3) Given the reactants [NH2:1][C@@H:2]([C:8]1[CH:13]=[CH:12][C:11]([O:14][CH3:15])=[C:10]([O:16][CH3:17])[CH:9]=1)[CH2:3][C:4]([O:6]C)=[O:5].[OH-].[Na+], predict the reaction product. The product is: [NH2:1][C@@H:2]([C:8]1[CH:13]=[CH:12][C:11]([O:14][CH3:15])=[C:10]([O:16][CH3:17])[CH:9]=1)[CH2:3][C:4]([OH:6])=[O:5]. (4) Given the reactants P(Cl)(Cl)(Cl)=O.[C:6]([C:9]12[CH2:16][CH2:15][C:12]([C:17]([O:19][CH3:20])=[O:18])([CH2:13][CH2:14]1)[CH2:11][CH2:10]2)(=O)[NH2:7], predict the reaction product. The product is: [C:6]([C:9]12[CH2:16][CH2:15][C:12]([C:17]([O:19][CH3:20])=[O:18])([CH2:13][CH2:14]1)[CH2:11][CH2:10]2)#[N:7].